This data is from Reaction yield outcomes from USPTO patents with 853,638 reactions. The task is: Predict the reaction yield, written as a fraction of the theoretical maximum amount of product (1.0 means a 100% yield; for example, 0.34 means a 34% yield). (1) The reactants are [CH:1]1([C:5]2[CH:14]=[CH:13][C:8]([C:9]([O:11][CH3:12])=[O:10])=[C:7]([CH2:15]C)[CH:6]=2)[CH2:4][CH2:3][CH2:2]1.Br[C:18]1C=CC(C(OC)=O)=C(C)C=1.C1(C[Mg]Br)CCC1.C1([Mg]Br)CCC1. No catalyst specified. The product is [CH:4]1([CH2:1][C:5]2[CH:14]=[CH:13][C:8]([C:9]([O:11][CH3:12])=[O:10])=[C:7]([CH3:15])[CH:6]=2)[CH2:3][CH2:2][CH2:18]1. The yield is 0.840. (2) The reactants are [CH3:1][O:2][C:3]1[CH:4]=[C:5]2[C:10](=[CH:11][C:12]=1[O:13][CH3:14])[N:9]=[CH:8][CH:7]=[C:6]2[O:15][C:16]1[CH:22]=[CH:21][C:19]([NH2:20])=[C:18]([CH3:23])[C:17]=1[CH3:24].C1(C)C=CC=CC=1.C(N(CC)CC)C.ClC(Cl)(O[C:43](=[O:49])[O:44][C:45](Cl)(Cl)Cl)Cl.[F:51][C:52]1[CH:62]=[CH:61][C:55]([O:56][CH2:57][CH2:58]CO)=[CH:54][CH:53]=1. The catalyst is C(Cl)Cl. The product is [CH3:1][O:2][C:3]1[CH:4]=[C:5]2[C:10](=[CH:11][C:12]=1[O:13][CH3:14])[N:9]=[CH:8][CH:7]=[C:6]2[O:15][C:16]1[CH:22]=[CH:21][C:19]([NH:20][C:43](=[O:49])[O:44][CH2:45][CH2:58][CH2:57][O:56][C:55]2[CH:61]=[CH:62][C:52]([F:51])=[CH:53][CH:54]=2)=[C:18]([CH3:23])[C:17]=1[CH3:24]. The yield is 0.700. (3) The reactants are [CH3:1][O:2][C:3]1[CH:8]=[CH:7][C:6]([C:9]([C:37]2[CH:42]=[CH:41][C:40]([O:43][CH3:44])=[CH:39][CH:38]=2)([C:31]2[CH:36]=[CH:35][CH:34]=[CH:33][CH:32]=2)[NH:10][C:11]2[CH2:12][O:13][C:14]([CH3:30])([CH3:29])[C:15]([F:28])([F:27])[C@:16]([C:19]3[CH:24]=[C:23](Br)[CH:22]=[CH:21][C:20]=3[F:26])([CH3:18])[N:17]=2)=[CH:5][CH:4]=1.[CH3:45][N:46]1[CH:50]=[CH:49][C:48]([NH2:51])=[N:47]1. No catalyst specified. The product is [CH3:1][O:2][C:3]1[CH:8]=[CH:7][C:6]([C:9]([C:37]2[CH:42]=[CH:41][C:40]([O:43][CH3:44])=[CH:39][CH:38]=2)([C:31]2[CH:36]=[CH:35][CH:34]=[CH:33][CH:32]=2)[NH:10][C:11]2[CH2:12][O:13][C:14]([CH3:30])([CH3:29])[C:15]([F:28])([F:27])[C@:16]([C:19]3[CH:24]=[C:23]([NH:51][C:48]4[CH:49]=[CH:50][N:46]([CH3:45])[N:47]=4)[CH:22]=[CH:21][C:20]=3[F:26])([CH3:18])[N:17]=2)=[CH:5][CH:4]=1. The yield is 0.809. (4) The reactants are [Br:1][C:2]1[CH:3]=[N:4][N:5]2[CH:10]=[CH:9][C:8](Cl)=[N:7][C:6]=12.CCN(C(C)C)C(C)C.C([C:24]1[CH:30]=[CH:29][C:27]([NH2:28])=[CH:26][CH:25]=1)(C)C. The catalyst is CCCCO. The product is [Br:1][C:2]1[CH:3]=[N:4][N:5]2[CH:10]=[CH:9][C:8]([NH:28][C:27]3[CH:29]=[CH:30][CH:24]=[CH:25][CH:26]=3)=[N:7][C:6]=12. The yield is 0.530. (5) The reactants are Cl[C:2]1[CH:7]=[CH:6][N:5]=[C:4]2[CH:8]=[C:9]([C:11]3[N:12]=[CH:13][N:14]([CH:16]([CH3:18])[CH3:17])[CH:15]=3)[S:10][C:3]=12.[F:19][C:20]1[CH:25]=[C:24]([N+:26]([O-:28])=[O:27])[CH:23]=[CH:22][C:21]=1[OH:29].C(=O)([O-])[O-].[K+].[K+].CO.C(Cl)Cl. The catalyst is O(C1C=CC=CC=1)C1C=CC=CC=1. The product is [F:19][C:20]1[CH:25]=[C:24]([N+:26]([O-:28])=[O:27])[CH:23]=[CH:22][C:21]=1[O:29][C:2]1[CH:7]=[CH:6][N:5]=[C:4]2[CH:8]=[C:9]([C:11]3[N:12]=[CH:13][N:14]([CH:16]([CH3:18])[CH3:17])[CH:15]=3)[S:10][C:3]=12. The yield is 0.880.